Dataset: Full USPTO retrosynthesis dataset with 1.9M reactions from patents (1976-2016). Task: Predict the reactants needed to synthesize the given product. (1) The reactants are: [C:1]([C:5]1[CH:9]=[C:8]([CH2:10][CH2:11][C:12](O)=[O:13])[N:7]([CH2:15][C:16]2[CH:21]=[CH:20][C:19]([C:22]([F:25])([F:24])[F:23])=[CH:18][C:17]=2[Cl:26])[N:6]=1)([CH3:4])([CH3:3])[CH3:2].[CH3:27][O:28][CH2:29][CH2:30][CH2:31][S:32]([NH2:35])(=[O:34])=[O:33].N12CCCN=C1CCCCC2. Given the product [C:1]([C:5]1[CH:9]=[C:8]([CH2:10][CH2:11][C:12]([NH:35][S:32]([CH2:31][CH2:30][CH2:29][O:28][CH3:27])(=[O:34])=[O:33])=[O:13])[N:7]([CH2:15][C:16]2[CH:21]=[CH:20][C:19]([C:22]([F:25])([F:24])[F:23])=[CH:18][C:17]=2[Cl:26])[N:6]=1)([CH3:3])([CH3:4])[CH3:2], predict the reactants needed to synthesize it. (2) Given the product [CH2:1]([C@@H:3]1[CH2:24][O:23][C:6]2=[C:7]3[C:12](=[CH:13][CH:14]=[C:5]2[N:4]1[CH2:25][CH:26]([CH3:27])[CH3:28])[N:11]=[C:10]([O:15][CH:16]([CH3:18])[CH3:17])[CH:9]=[C:8]3[C:19]([F:21])([F:20])[F:22])[CH3:2], predict the reactants needed to synthesize it. The reactants are: [CH2:1]([C@@H:3]1[CH2:24][O:23][C:6]2=[C:7]3[C:12](=[CH:13][CH:14]=[C:5]2[N:4]1[CH2:25][C:26](=[CH2:28])[CH3:27])[N:11]=[C:10]([O:15][CH:16]([CH3:18])[CH3:17])[CH:9]=[C:8]3[C:19]([F:22])([F:21])[F:20])[CH3:2].CCN(CC)CC. (3) Given the product [Cl:31][C:32]1[CH:37]=[CH:36][C:35]([C:38](=[O:46])[CH2:39][N:40]2[CH2:41][CH2:42][N:43]([C:6](=[O:8])[C:5]3[CH:4]=[C:3]([O:21][CH2:22][CH2:23][CH2:24][CH2:25][CH3:26])[C:2]([OH:1])=[C:10]([O:11][CH2:12][CH2:13][CH2:14][CH2:15][CH3:16])[CH:9]=3)[CH2:44][CH2:45]2)=[CH:34][CH:33]=1, predict the reactants needed to synthesize it. The reactants are: [OH:1][C:2]1[C:10]([O:11][CH2:12][CH2:13][CH2:14][CH2:15][CH2:16]CCCC)=[CH:9][C:5]([C:6]([OH:8])=O)=[CH:4][C:3]=1[O:21][CH2:22][CH2:23][CH2:24][CH2:25][CH2:26]CCCC.[Cl:31][C:32]1[CH:37]=[CH:36][C:35]([C:38](=[O:46])[CH2:39][N:40]2[CH2:45][CH2:44][NH:43][CH2:42][CH2:41]2)=[CH:34][CH:33]=1.CCN=C=NCCCN(C)C.C1C=CC2N(O)N=NC=2C=1.C([O-])(O)=O.[Na+]. (4) Given the product [Br:7][C:8]([F:15])([F:14])[C:9]([O:11][CH2:12][C:13]1[CH:21]=[CH:22][CH:17]=[CH:18][CH:19]=1)=[O:10], predict the reactants needed to synthesize it. The reactants are: C(O[K])(C)(C)C.[Br:7][C:8]([F:15])([F:14])[C:9]([O:11][CH2:12][CH3:13])=[O:10].C(O)[C:17]1[CH:22]=[CH:21]C=[CH:19][CH:18]=1.